From a dataset of NCI-60 drug combinations with 297,098 pairs across 59 cell lines. Regression. Given two drug SMILES strings and cell line genomic features, predict the synergy score measuring deviation from expected non-interaction effect. (1) Drug 1: CN(C)C1=NC(=NC(=N1)N(C)C)N(C)C. Drug 2: CC(C)NC(=O)C1=CC=C(C=C1)CNNC.Cl. Cell line: HL-60(TB). Synergy scores: CSS=12.7, Synergy_ZIP=0.795, Synergy_Bliss=8.31, Synergy_Loewe=-0.759, Synergy_HSA=1.76. (2) Drug 1: CC1C(C(CC(O1)OC2CC(CC3=C2C(=C4C(=C3O)C(=O)C5=C(C4=O)C(=CC=C5)OC)O)(C(=O)CO)O)N)O.Cl. Drug 2: CS(=O)(=O)OCCCCOS(=O)(=O)C. Cell line: T-47D. Synergy scores: CSS=-1.14, Synergy_ZIP=-0.410, Synergy_Bliss=-2.34, Synergy_Loewe=-7.45, Synergy_HSA=-3.73. (3) Drug 1: CC1CCC2CC(C(=CC=CC=CC(CC(C(=O)C(C(C(=CC(C(=O)CC(OC(=O)C3CCCCN3C(=O)C(=O)C1(O2)O)C(C)CC4CCC(C(C4)OC)OCCO)C)C)O)OC)C)C)C)OC. Drug 2: CN(CC1=CN=C2C(=N1)C(=NC(=N2)N)N)C3=CC=C(C=C3)C(=O)NC(CCC(=O)O)C(=O)O. Cell line: MALME-3M. Synergy scores: CSS=20.6, Synergy_ZIP=-4.14, Synergy_Bliss=-0.0982, Synergy_Loewe=2.55, Synergy_HSA=2.66. (4) Drug 1: CS(=O)(=O)C1=CC(=C(C=C1)C(=O)NC2=CC(=C(C=C2)Cl)C3=CC=CC=N3)Cl. Drug 2: CCC1=C2CN3C(=CC4=C(C3=O)COC(=O)C4(CC)O)C2=NC5=C1C=C(C=C5)O. Cell line: MALME-3M. Synergy scores: CSS=16.2, Synergy_ZIP=-7.79, Synergy_Bliss=0.657, Synergy_Loewe=-15.2, Synergy_HSA=-0.0699. (5) Drug 1: C1=CC(=C2C(=C1NCCNCCO)C(=O)C3=C(C=CC(=C3C2=O)O)O)NCCNCCO. Drug 2: C1=NC2=C(N1)C(=S)N=C(N2)N. Cell line: NCI-H322M. Synergy scores: CSS=17.1, Synergy_ZIP=-6.86, Synergy_Bliss=-1.21, Synergy_Loewe=-6.39, Synergy_HSA=-0.140.